Dataset: Peptide-MHC class II binding affinity with 134,281 pairs from IEDB. Task: Regression. Given a peptide amino acid sequence and an MHC pseudo amino acid sequence, predict their binding affinity value. This is MHC class II binding data. (1) The peptide sequence is PSPIGYLGLLSQRTR. The MHC is DRB5_0101 with pseudo-sequence DRB5_0101. The binding affinity (normalized) is 0.674. (2) The peptide sequence is SGGFSTTVSTEQNVP. The MHC is DRB1_0401 with pseudo-sequence DRB1_0401. The binding affinity (normalized) is 0.576. (3) The peptide sequence is VALFAVFLGSAHGIP. The MHC is HLA-DPA10301-DPB10402 with pseudo-sequence HLA-DPA10301-DPB10402. The binding affinity (normalized) is 0.438. (4) The peptide sequence is APSGRIVMELYADVV. The MHC is HLA-DPA10201-DPB11401 with pseudo-sequence HLA-DPA10201-DPB11401. The binding affinity (normalized) is 0.147.